From a dataset of Full USPTO retrosynthesis dataset with 1.9M reactions from patents (1976-2016). Predict the reactants needed to synthesize the given product. (1) Given the product [C:7]([O:4][CH2:3][C:2]([Br:1])([F:6])[F:5])(=[O:12])[C:8]([CH3:11])([CH3:10])[CH3:9], predict the reactants needed to synthesize it. The reactants are: [Br:1][C:2]([F:6])([F:5])[CH2:3][OH:4].[C:7](Cl)(=[O:12])[C:8]([CH3:11])([CH3:10])[CH3:9]. (2) Given the product [Si:29]([O:7][CH:6]([CH:8]1[CH2:17][CH2:16][C:15]2[C:10](=[CH:11][CH:12]=[C:13]([O:18][C:19]3[CH:20]=[CH:21][CH:22]=[CH:23][CH:24]=3)[CH:14]=2)[CH2:9]1)[C:2]1[O:1][CH:5]=[CH:4][N:3]=1)([C:26]([CH3:28])([CH3:27])[CH3:25])([CH3:31])[CH3:30], predict the reactants needed to synthesize it. The reactants are: [O:1]1[CH:5]=[CH:4][N:3]=[C:2]1[CH:6]([CH:8]1[CH2:17][CH2:16][C:15]2[C:10](=[CH:11][CH:12]=[C:13]([O:18][C:19]3[CH:24]=[CH:23][CH:22]=[CH:21][CH:20]=3)[CH:14]=2)[CH2:9]1)[OH:7].[CH3:25][C:26]([Si:29](Cl)([CH3:31])[CH3:30])([CH3:28])[CH3:27].N1C=CN=C1. (3) The reactants are: [Cl:1][C:2]1[C:12]2[O:11][CH2:10][CH2:9][N:8]([CH3:13])[C:7](=[O:14])[C:6]=2[CH:5]=[CH:4][C:3]=1[O:15][C:16]1[CH:17]=[C:18]([CH:22]=[C:23]([O:25][C@H:26]2[CH2:30][CH2:29][O:28][CH2:27]2)[CH:24]=1)[C:19](O)=[O:20].N1C=CC=CC=1.[NH2:37][C:38]1[CH:42]=[CH:41][N:40]([C:43]([O:45][C:46]([CH3:49])([CH3:48])[CH3:47])=[O:44])[N:39]=1. Given the product [Cl:1][C:2]1[C:12]2[O:11][CH2:10][CH2:9][N:8]([CH3:13])[C:7](=[O:14])[C:6]=2[CH:5]=[CH:4][C:3]=1[O:15][C:16]1[CH:17]=[C:18]([C:19]([NH:37][C:38]2[CH:42]=[CH:41][N:40]([C:43]([O:45][C:46]([CH3:49])([CH3:48])[CH3:47])=[O:44])[N:39]=2)=[O:20])[CH:22]=[C:23]([O:25][C@H:26]2[CH2:30][CH2:29][O:28][CH2:27]2)[CH:24]=1, predict the reactants needed to synthesize it. (4) Given the product [Cl:1][C:2]1[CH:3]=[CH:4][C:5]([O:24][CH3:25])=[C:6]([CH:23]=1)[CH2:7][N:8]([CH3:22])[C:9](=[O:21])[CH2:10][CH2:11][CH2:12][S:13][C:14]1[CH:15]=[CH:16][C:17]([O:20][CH:29]([CH3:31])[CH3:30])=[CH:18][CH:19]=1, predict the reactants needed to synthesize it. The reactants are: [Cl:1][C:2]1[CH:3]=[CH:4][C:5]([O:24][CH3:25])=[C:6]([CH:23]=1)[CH2:7][N:8]([CH3:22])[C:9](=[O:21])[CH2:10][CH2:11][CH2:12][S:13][C:14]1[CH:19]=[CH:18][C:17]([OH:20])=[CH:16][CH:15]=1.[H-].[Na+].I[CH:29]([CH3:31])[CH3:30].O. (5) Given the product [CH:21]([C:24]1[N:25]=[C:26]([CH2:29][CH2:30][C:31]2[CH:49]=[CH:48][N:34]3[C:35](=[O:47])[C:36](/[CH:45]=[C:6](\[CH3:7])/[C:4]([O:3][CH2:2][CH3:1])=[O:5])=[C:37]([N:39]4[CH2:44][CH2:43][O:42][CH2:41][CH2:40]4)[N:38]=[C:33]3[CH:32]=2)[S:27][CH:28]=1)([CH3:23])[CH3:22], predict the reactants needed to synthesize it. The reactants are: [CH3:1][CH2:2][O:3][C:4]([CH:6](P(OCC)(OCC)=O)[CH3:7])=[O:5].C([Li])CCC.[CH:21]([C:24]1[N:25]=[C:26]([CH2:29][CH2:30][C:31]2[CH:49]=[CH:48][N:34]3[C:35](=[O:47])[C:36]([CH:45]=O)=[C:37]([N:39]4[CH2:44][CH2:43][O:42][CH2:41][CH2:40]4)[N:38]=[C:33]3[CH:32]=2)[S:27][CH:28]=1)([CH3:23])[CH3:22].